From a dataset of Reaction yield outcomes from USPTO patents with 853,638 reactions. Predict the reaction yield, written as a fraction of the theoretical maximum amount of product (1.0 means a 100% yield; for example, 0.34 means a 34% yield). (1) The reactants are [NH2:1][C:2]1[C:11]([O:12][CH3:13])=[C:10]([CH3:14])[CH:9]=[CH:8][C:3]=1[C:4]([O:6]C)=O.[NH2:15][C:16](N)=[O:17]. No catalyst specified. The product is [CH3:13][O:12][C:11]1[C:10]([CH3:14])=[CH:9][CH:8]=[C:3]2[C:2]=1[N:1]=[C:16]([OH:17])[N:15]=[C:4]2[OH:6]. The yield is 0.837. (2) The reactants are [CH3:1][O:2][C:3]1[C:9]([F:10])=[CH:8][CH:7]=[CH:6][C:4]=1[NH2:5].[Br:11]Br.Br.[OH-].[K+]. The catalyst is CC(O)=O.O. The product is [Br:11][C:8]1[CH:7]=[CH:6][C:4]([NH2:5])=[C:3]([O:2][CH3:1])[C:9]=1[F:10]. The yield is 0.360. (3) The reactants are [OH-].[K+].[CH3:3][O:4][C:5]([C:7]1([C:10]([O:12]C)=[O:11])[CH2:9][CH2:8]1)=[O:6]. The catalyst is CO. The product is [CH3:3][O:4][C:5]([C:7]1([C:10]([OH:12])=[O:11])[CH2:9][CH2:8]1)=[O:6]. The yield is 0.710. (4) The reactants are [F:1][C:2]1[CH:7]=[CH:6][CH:5]=[C:4]([OH:8])[C:3]=1[C:9]1[N:18]=[C:17]([N:19]2[CH2:23][CH2:22][C@@H:21]([NH:24][C:25](=[O:32])[O:26][CH2:27][C:28]([CH3:31])([CH3:30])[CH3:29])[CH2:20]2)[C:16]2[C:11](=[CH:12][C:13]([CH3:33])=[CH:14][CH:15]=2)[N:10]=1.[ClH:34].CCOCC. The catalyst is C(Cl)Cl. The product is [ClH:34].[F:1][C:2]1[CH:7]=[CH:6][CH:5]=[C:4]([OH:8])[C:3]=1[C:9]1[N:18]=[C:17]([N:19]2[CH2:23][CH2:22][C@@H:21]([NH:24][C:25](=[O:32])[O:26][CH2:27][C:28]([CH3:29])([CH3:30])[CH3:31])[CH2:20]2)[C:16]2[C:11](=[CH:12][C:13]([CH3:33])=[CH:14][CH:15]=2)[N:10]=1. The yield is 0.940. (5) The reactants are [N:1]1[CH:6]=[CH:5][CH:4]=[C:3]([CH:7]=[CH:8][C:9]([C:11]2[CH:16]=[CH:15][CH:14]=[C:13]([O:17][CH2:18][C:19]([O:21][C:22]([CH3:25])([CH3:24])[CH3:23])=[O:20])[CH:12]=2)=[O:10])[CH:2]=1. The catalyst is CCOC(C)=O.[Pd]. The product is [N:1]1[CH:6]=[CH:5][CH:4]=[C:3]([CH2:7][CH2:8][C:9]([C:11]2[CH:16]=[CH:15][CH:14]=[C:13]([O:17][CH2:18][C:19]([O:21][C:22]([CH3:25])([CH3:24])[CH3:23])=[O:20])[CH:12]=2)=[O:10])[CH:2]=1. The yield is 1.00. (6) The reactants are C(N(C(C)C)CC)(C)C.Cl.[O:11]=[C:12]1[CH:17]([N:18]2[C:26](=[O:27])[C:25]3[C:20](=[CH:21][CH:22]=[CH:23][C:24]=3[CH2:28][NH:29][CH3:30])[C:19]2=[O:31])[CH2:16][CH2:15][C:14](=[O:32])[NH:13]1.[Cl:33][C:34]1[CH:39]=[CH:38][C:37]([N:40]=[C:41]=[O:42])=[CH:36][CH:35]=1. The catalyst is C(Cl)Cl. The product is [Cl:33][C:34]1[CH:39]=[CH:38][C:37]([NH:40][C:41](=[O:42])[N:29]([CH2:28][C:24]2[CH:23]=[CH:22][CH:21]=[C:20]3[C:25]=2[C:26](=[O:27])[N:18]([CH:17]2[CH2:16][CH2:15][C:14](=[O:32])[NH:13][C:12]2=[O:11])[C:19]3=[O:31])[CH3:30])=[CH:36][CH:35]=1. The yield is 0.800. (7) The reactants are [CH3:1][C:2]1[CH:3]=[C:4]([C:19]2[S:23][C:22]([C:24]3(O)[CH2:29][CH2:28][S:27][CH2:26][CH2:25]3)=[N:21][CH:20]=2)[CH:5]=[C:6]([NH:8][C:9]2[N:14]=[C:13]([C:15]([F:18])([F:17])[F:16])[CH:12]=[CH:11][N:10]=2)[CH:7]=1.CS(O)(=O)=O.O=P12OP3(OP(OP(O3)(O1)=O)(=O)O2)=O. The catalyst is C([O-])(O)=O.[Na+]. The product is [S:27]1[CH2:26][CH:25]=[C:24]([C:22]2[S:23][C:19]([C:4]3[CH:5]=[C:6]([NH:8][C:9]4[N:14]=[C:13]([C:15]([F:16])([F:17])[F:18])[CH:12]=[CH:11][N:10]=4)[CH:7]=[C:2]([CH3:1])[CH:3]=3)=[CH:20][N:21]=2)[CH2:29][CH2:28]1. The yield is 0.417.